Predict the reaction yield, written as a fraction of the theoretical maximum amount of product (1.0 means a 100% yield; for example, 0.34 means a 34% yield). From a dataset of Reaction yield outcomes from USPTO patents with 853,638 reactions. The reactants are [H-].[Na+].[F:3][C:4]([F:35])([F:34])[C:5]1[CH:6]=[C:7]([CH:27]=[C:28]([C:30]([F:33])([F:32])[F:31])[CH:29]=1)[C:8]([N:10]1[CH2:26][CH2:25][C:13]2([N:17]([C:18]3[CH:23]=[CH:22][CH:21]=[CH:20][CH:19]=3)[CH2:16][NH:15][C:14]2=[O:24])[CH2:12][CH2:11]1)=[O:9].Cl.Cl[CH2:38][CH2:39][N:40]1[CH2:45][CH2:44][O:43][CH2:42][CH2:41]1.C(=O)(O)[O-].[Na+]. The catalyst is CN1CCCC1=O. The product is [F:35][C:4]([F:3])([F:34])[C:5]1[CH:6]=[C:7]([CH:27]=[C:28]([C:30]([F:33])([F:32])[F:31])[CH:29]=1)[C:8]([N:10]1[CH2:11][CH2:12][C:13]2([N:17]([C:18]3[CH:19]=[CH:20][CH:21]=[CH:22][CH:23]=3)[CH2:16][N:15]([CH2:38][CH2:39][N:40]3[CH2:45][CH2:44][O:43][CH2:42][CH2:41]3)[C:14]2=[O:24])[CH2:25][CH2:26]1)=[O:9]. The yield is 0.730.